From a dataset of Forward reaction prediction with 1.9M reactions from USPTO patents (1976-2016). Predict the product of the given reaction. (1) Given the reactants [CH:1]1([C:6]2[CH:7]=[C:8]([CH:12]=[C:13]([O:15][CH3:16])[N:14]=2)[C:9]([OH:11])=O)[CH2:5][CH2:4][CH2:3][CH2:2]1.[CH2:17]([O:24][C:25]([NH:27][NH2:28])=[O:26])[C:18]1[CH:23]=[CH:22][CH:21]=[CH:20][CH:19]=1.CCN(C(C)C)C(C)C.CN(C(ON1N=NC2C=CC=CC1=2)=[N+](C)C)C.[B-](F)(F)(F)F, predict the reaction product. The product is: [CH2:17]([O:24][C:25]([NH:27][NH:28][C:9]([C:8]1[CH:12]=[C:13]([O:15][CH3:16])[N:14]=[C:6]([CH:1]2[CH2:2][CH2:3][CH2:4][CH2:5]2)[CH:7]=1)=[O:11])=[O:26])[C:18]1[CH:23]=[CH:22][CH:21]=[CH:20][CH:19]=1. (2) Given the reactants [C:1]1(OC2C=CC=CC=2)C=CC=C[CH:2]=1.[Br:14][C:15]1[N:20]=[CH:19][C:18]([NH:21][CH:22]=[C:23]([C:27]([O-:29])=O)[C:24]([O-:26])=[O:25])=[CH:17][CH:16]=1, predict the reaction product. The product is: [Br:14][C:15]1[N:20]=[C:19]2[C:18](=[CH:17][CH:16]=1)[N:21]=[CH:22][C:23]([C:24]([O:26][CH2:1][CH3:2])=[O:25])=[C:27]2[OH:29]. (3) Given the reactants Br[C:2]1[CH:3]=[N:4][CH:5]=[C:6]2[C:11]=1[N:10]=[C:9]([C:12]([NH:14][CH2:15][CH2:16][S:17]([CH3:20])(=[O:19])=[O:18])=[O:13])[CH:8]=[CH:7]2.[F:21][C:22]1[CH:27]=[CH:26][CH:25]=[CH:24][C:23]=1B(O)O.C(=O)([O-])[O-].[Cs+].[Cs+], predict the reaction product. The product is: [F:21][C:22]1[CH:27]=[CH:26][CH:25]=[CH:24][C:23]=1[C:2]1[CH:3]=[N:4][CH:5]=[C:6]2[C:11]=1[N:10]=[C:9]([C:12]([NH:14][CH2:15][CH2:16][S:17]([CH3:20])(=[O:19])=[O:18])=[O:13])[CH:8]=[CH:7]2. (4) Given the reactants [NH2:1][CH2:2][C@H:3]1[CH2:7][CH2:6][N:5]([C:8]([O:10][C:11]([CH3:14])([CH3:13])[CH3:12])=[O:9])[CH2:4]1.CN(C)/[CH:17]=[C:18](/[C:24](=[O:33])[C:25]1[CH:30]=[C:29]([I:31])[CH:28]=[CH:27][C:26]=1F)\[C:19]([O:21][CH2:22][CH3:23])=[O:20].C(=O)([O-])[O-].[K+].[K+], predict the reaction product. The product is: [C:11]([O:10][C:8]([N:5]1[CH2:6][CH2:7][C@H:3]([CH2:2][N:1]2[C:26]3[C:25](=[CH:30][C:29]([I:31])=[CH:28][CH:27]=3)[C:24](=[O:33])[C:18]([C:19]([O:21][CH2:22][CH3:23])=[O:20])=[CH:17]2)[CH2:4]1)=[O:9])([CH3:14])([CH3:13])[CH3:12].